Dataset: Reaction yield outcomes from USPTO patents with 853,638 reactions. Task: Predict the reaction yield, written as a fraction of the theoretical maximum amount of product (1.0 means a 100% yield; for example, 0.34 means a 34% yield). (1) The product is [Br:1][C:2]1[C:3]([OH:41])=[CH:4][CH:5]=[C:6]2[C:11]=1[N:10]=[C:9]([CH:12]([CH2:28][CH2:29][NH:30][C:31](=[O:40])[CH2:32][CH2:33][CH2:34][CH2:35][C:36]([OH:38])=[O:37])[O:13][C:14](=[O:27])[NH:15][CH2:16][CH2:17][CH2:18][CH2:19][CH2:20][C:21](=[O:26])[NH:22][CH2:23][C:24]#[CH:25])[CH:8]=[CH:7]2. The catalyst is CO. The reactants are [Br:1][C:2]1[C:3]([O:41]S(C2C=CC=CC=2)(=O)=O)=[CH:4][CH:5]=[C:6]2[C:11]=1[N:10]=[C:9]([CH:12]([CH2:28][CH2:29][NH:30][C:31](=[O:40])[CH2:32][CH2:33][CH2:34][CH2:35][C:36]([O:38]C)=[O:37])[O:13][C:14](=[O:27])[NH:15][CH2:16][CH2:17][CH2:18][CH2:19][CH2:20][C:21](=[O:26])[NH:22][CH2:23][C:24]#[CH:25])[CH:8]=[CH:7]2.[OH-].[Na+]. The yield is 0.920. (2) The reactants are [C:1]([CH2:3][C:4]([OH:6])=O)#[N:2].C(Cl)(=O)C(Cl)=O.[NH2:13][C:14]1[C:19]([F:20])=[CH:18][C:17]([Cl:21])=[CH:16][C:15]=1[C:22]([C:24]1[CH:29]=[CH:28][CH:27]=[CH:26][CH:25]=1)=O.C(N(CC)CC)C. The catalyst is ClCCl.CN(C=O)C.O.C1(C)C=CC=CC=1. The product is [Cl:21][C:17]1[CH:16]=[C:15]2[C:14](=[C:19]([F:20])[CH:18]=1)[NH:13][C:4](=[O:6])[C:3]([C:1]#[N:2])=[C:22]2[C:24]1[CH:25]=[CH:26][CH:27]=[CH:28][CH:29]=1. The yield is 0.330.